Dataset: Full USPTO retrosynthesis dataset with 1.9M reactions from patents (1976-2016). Task: Predict the reactants needed to synthesize the given product. (1) Given the product [CH3:32][C:19]1[C:18]([C:33]2[CH:34]=[CH:35][CH:36]=[CH:37][CH:38]=2)=[C:17]([CH:14]2[CH2:15][CH2:16][C:12](=[O:11])[CH2:13]2)[N:22]2[C:23]3[CH:29]=[CH:28][CH:27]=[CH:26][C:24]=3[N:25]=[C:21]2[C:20]=1[C:30]#[N:31], predict the reactants needed to synthesize it. The reactants are: C(Cl)(=O)C(Cl)=O.CS(C)=O.[OH:11][CH:12]1[CH2:16][CH2:15][CH:14]([C:17]2[N:22]3[C:23]4[CH:29]=[CH:28][CH:27]=[CH:26][C:24]=4[N:25]=[C:21]3[C:20]([C:30]#[N:31])=[C:19]([CH3:32])[C:18]=2[C:33]2[CH:38]=[CH:37][CH:36]=[CH:35][CH:34]=2)[CH2:13]1.C(N(CC)CC)C.[Cl-].[NH4+]. (2) Given the product [N:7]1([C:13]2[N:18]=[CH:17][C:16]([NH:19][CH2:20][CH:22]3[CH2:27][CH2:26][N:25]([CH2:28][C:30]4[CH:31]=[CH:32][C:33]([C:36]([F:39])([F:38])[F:37])=[CH:34][CH:35]=4)[CH2:24][CH2:23]3)=[CH:15][CH:14]=2)[CH2:12][CH2:11][O:10][CH2:9][CH2:8]1, predict the reactants needed to synthesize it. The reactants are: [H-].[Al+3].[Li+].[H-].[H-].[H-].[N:7]1([C:13]2[N:18]=[CH:17][C:16]([NH:19][C:20]([CH:22]3[CH2:27][CH2:26][N:25]([C:28]([C:30]4[CH:35]=[CH:34][C:33]([C:36]([F:39])([F:38])[F:37])=[CH:32][CH:31]=4)=O)[CH2:24][CH2:23]3)=O)=[CH:15][CH:14]=2)[CH2:12][CH2:11][O:10][CH2:9][CH2:8]1. (3) Given the product [C:1]([O:5][C:6]([N:8]1[CH2:9][CH2:10][CH:11]([NH:14][CH:15]2[CH2:20][CH2:19][NH:18][CH2:17][CH2:16]2)[CH2:12][CH2:13]1)=[O:7])([CH3:4])([CH3:2])[CH3:3], predict the reactants needed to synthesize it. The reactants are: [C:1]([O:5][C:6]([N:8]1[CH2:13][CH2:12][CH:11]([NH:14][CH:15]2[CH2:20][CH2:19][N:18](CC3C=CC=CC=3)[CH2:17][CH2:16]2)[CH2:10][CH2:9]1)=[O:7])([CH3:4])([CH3:3])[CH3:2]. (4) Given the product [C:12]([C:10]1[CH:11]=[C:7]([NH:6][C:5]([NH:56][C@@H:49]2[C:50]3[C:55](=[CH:54][CH:53]=[CH:52][CH:51]=3)[C@@H:46]([O:45][C:42]3[CH:43]=[CH:44][C:39]4[N:40]([C:36]([N:31]5[CH2:32][CH2:33][CH2:34][CH2:35][C@@H:30]5[CH3:29])=[N:37][N:38]=4)[CH:41]=3)[CH2:47][CH2:48]2)=[O:26])[N:8]([C:16]2[CH:21]=[CH:20][CH:19]=[C:18]([O:22][CH2:23][CH2:24][OH:25])[CH:17]=2)[N:9]=1)([CH3:15])([CH3:14])[CH3:13], predict the reactants needed to synthesize it. The reactants are: ClC(Cl)(Cl)CO[C:5](=[O:26])[NH:6][C:7]1[N:8]([C:16]2[CH:21]=[CH:20][CH:19]=[C:18]([O:22][CH2:23][CH2:24][OH:25])[CH:17]=2)[N:9]=[C:10]([C:12]([CH3:15])([CH3:14])[CH3:13])[CH:11]=1.[CH3:29][C@H:30]1[CH2:35][CH2:34][CH2:33][CH2:32][N:31]1[C:36]1[N:40]2[CH:41]=[C:42]([O:45][C@@H:46]3[C:55]4[C:50](=[CH:51][CH:52]=[CH:53][CH:54]=4)[C@@H:49]([NH2:56])[CH2:48][CH2:47]3)[CH:43]=[CH:44][C:39]2=[N:38][N:37]=1.CCN(C(C)C)C(C)C. (5) Given the product [NH2:14][CH2:13][CH2:12][CH2:11][CH2:10][O:9][C:8]1[CH:22]=[CH:23][C:5]([S:1]([NH2:2])(=[O:3])=[O:4])=[CH:6][CH:7]=1, predict the reactants needed to synthesize it. The reactants are: [S:1]([C:5]1[CH:23]=[CH:22][C:8]([O:9][CH2:10][CH2:11][CH2:12][CH2:13][NH:14]C(=O)OC(C)(C)C)=[CH:7][CH:6]=1)(=[O:4])(=[O:3])[NH2:2]. (6) Given the product [NH2:1][C:2]1[N:3]=[C:4]([Cl:28])[C:5]2[CH:26]([OH:27])[CH:10]([C:11]([O:13][CH3:14])=[O:12])[CH2:9][N:8]([CH2:15][C:16]3[C:21]([CH3:22])=[C:20]([O:23][CH3:24])[C:19]([CH3:25])=[CH:18][N:17]=3)[C:6]=2[N:7]=1, predict the reactants needed to synthesize it. The reactants are: [NH2:1][C:2]1[N:7]=[C:6]([N:8]([CH2:15][C:16]2[C:21]([CH3:22])=[C:20]([O:23][CH3:24])[C:19]([CH3:25])=[CH:18][N:17]=2)[CH2:9][CH2:10][C:11]([O:13][CH3:14])=[O:12])[C:5]([CH:26]=[O:27])=[C:4]([Cl:28])[N:3]=1.C(=O)([O-])[O-].[Cs+].[Cs+].NC1N=C(Cl)C2C=C(C(OC)=O)CN(CC3C(C)=C(OC)C(C)=CN=3)C=2N=1. (7) Given the product [Cl:1][C:2]1[N:3]=[C:4]([C:16]([OH:18])([CH3:23])[CH3:17])[CH:5]=[C:6]([CH2:8][C:9]2[CH:10]=[CH:11][C:12]([Cl:15])=[CH:13][CH:14]=2)[N:7]=1, predict the reactants needed to synthesize it. The reactants are: [Cl:1][C:2]1[N:7]=[C:6]([CH2:8][C:9]2[CH:14]=[CH:13][C:12]([Cl:15])=[CH:11][CH:10]=2)[CH:5]=[C:4]([C:16]([CH3:23])([O:18][Si](C)(C)C)[CH3:17])[N:3]=1.O.C1(C)C=CC(S(O)(=O)=O)=CC=1. (8) Given the product [Cl:19][CH2:20][CH2:21][CH2:22][CH2:23][N:24]1[C@@H:25](/[CH:30]=[CH:7]/[C:8](=[O:16])[CH2:9][C:10]2[CH:11]=[CH:12][CH:13]=[CH:14][CH:15]=2)[CH2:26][CH2:27][C:28]1=[O:29], predict the reactants needed to synthesize it. The reactants are: COP([CH2:7][C:8](=[O:16])[CH2:9][C:10]1[CH:15]=[CH:14][CH:13]=[CH:12][CH:11]=1)(=O)OC.[H-].[Na+].[Cl:19][CH2:20][CH2:21][CH2:22][CH2:23][N:24]1[C:28](=[O:29])[CH2:27][CH2:26][C@@H:25]1[CH:30]=O.[NH4+].[Cl-].